This data is from Full USPTO retrosynthesis dataset with 1.9M reactions from patents (1976-2016). The task is: Predict the reactants needed to synthesize the given product. Given the product [CH3:23][NH:24][C:2]1[N:11]=[C:10]([N:12]([C:14]2[CH:19]=[CH:18][C:17]([N:20]([CH3:22])[CH3:21])=[CH:16][CH:15]=2)[CH3:13])[C:9]2[C:4](=[CH:5][CH:6]=[CH:7][CH:8]=2)[N:3]=1, predict the reactants needed to synthesize it. The reactants are: Cl[C:2]1[N:11]=[C:10]([N:12]([C:14]2[CH:19]=[CH:18][C:17]([N:20]([CH3:22])[CH3:21])=[CH:16][CH:15]=2)[CH3:13])[C:9]2[C:4](=[CH:5][CH:6]=[CH:7][CH:8]=2)[N:3]=1.[CH3:23][NH2:24].